From a dataset of Reaction yield outcomes from USPTO patents with 853,638 reactions. Predict the reaction yield, written as a fraction of the theoretical maximum amount of product (1.0 means a 100% yield; for example, 0.34 means a 34% yield). (1) The reactants are [CH3:1][O:2][C:3](=[O:16])[C:4]1[CH:9]=[CH:8][C:7]([CH2:10][CH2:11][C:12](O)=O)=[C:6]([CH3:15])[CH:5]=1.C(Cl)(=O)C(Cl)=O.C[Si](C=[N+]=[N-])(C)C.C(O)(=O)CC(CC(O)=O)([C:34]([OH:36])=[O:35])O.C(N(CC)CC)C. The catalyst is ClCCl.CN(C=O)C.C(#N)C.O.C([O-])(=O)C1C=CC=CC=1.[Ag+].C(OCC)(=O)C. The product is [CH3:1][O:2][C:3](=[O:16])[C:4]1[CH:9]=[CH:8][C:7]([CH2:10][CH2:11][CH2:12][C:34]([OH:36])=[O:35])=[C:6]([CH3:15])[CH:5]=1. The yield is 0.710. (2) The reactants are [I:1][C:2]1[CH:7]=[C:6]([N+:8]([O-:10])=[O:9])[CH:5]=[C:4]([O:11]C)[CH:3]=1. The catalyst is C(Cl)Cl.O. The product is [I:1][C:2]1[CH:3]=[C:4]([OH:11])[CH:5]=[C:6]([N+:8]([O-:10])=[O:9])[CH:7]=1. The yield is 0.620. (3) The catalyst is C1(C)C=CC=CC=1.C(O)C.O.C1C=CC([P]([Pd]([P](C2C=CC=CC=2)(C2C=CC=CC=2)C2C=CC=CC=2)([P](C2C=CC=CC=2)(C2C=CC=CC=2)C2C=CC=CC=2)[P](C2C=CC=CC=2)(C2C=CC=CC=2)C2C=CC=CC=2)(C2C=CC=CC=2)C2C=CC=CC=2)=CC=1. The product is [C:40]([C:42]1[CH:47]=[CH:46][C:45]([C:2]2[CH:3]=[C:4]([CH:8]([NH:14][C:15]([C@@H:17]3[CH2:22][CH2:21][CH2:20][N:19]([C:23](=[O:39])[CH2:24][CH2:25][CH:26]4[CH2:31][CH2:30][N:29]([C:32]([O:34][C:35]([CH3:37])([CH3:38])[CH3:36])=[O:33])[CH2:28][CH2:27]4)[CH2:18]3)=[O:16])[CH2:9][C:10]([O:12][CH3:13])=[O:11])[CH:5]=[N:6][CH:7]=2)=[CH:44][C:43]=1[F:51])#[N:41]. The reactants are Br[C:2]1[CH:3]=[C:4]([CH:8]([NH:14][C:15]([C@@H:17]2[CH2:22][CH2:21][CH2:20][N:19]([C:23](=[O:39])[CH2:24][CH2:25][CH:26]3[CH2:31][CH2:30][N:29]([C:32]([O:34][C:35]([CH3:38])([CH3:37])[CH3:36])=[O:33])[CH2:28][CH2:27]3)[CH2:18]2)=[O:16])[CH2:9][C:10]([O:12][CH3:13])=[O:11])[CH:5]=[N:6][CH:7]=1.[C:40]([C:42]1[CH:47]=[CH:46][C:45](B(O)O)=[CH:44][C:43]=1[F:51])#[N:41].[F-].[K+]. The yield is 0.440. (4) The reactants are Cl.Cl.[CH2:3]1[NH:8][CH2:7][CH2:6][N:5]2[CH2:9][C@H:10]([CH2:13][N:14]3[C:22]4[C:17](=[CH:18][CH:19]=[CH:20][CH:21]=4)[CH2:16][C:15]3=[O:23])[CH2:11][CH2:12][C@@H:4]12.Cl[C:25]1[N:30]=[CH:29][CH:28]=[CH:27][N:26]=1.C(=O)([O-])[O-].[Na+].[Na+]. The catalyst is O. The product is [N:26]1[CH:27]=[CH:28][CH:29]=[N:30][C:25]=1[N:8]1[CH2:7][CH2:6][N:5]2[CH2:9][C@H:10]([CH2:13][N:14]3[C:22]4[C:17](=[CH:18][CH:19]=[CH:20][CH:21]=4)[CH2:16][C:15]3=[O:23])[CH2:11][CH2:12][C@H:4]2[CH2:3]1. The yield is 0.300.